This data is from Catalyst prediction with 721,799 reactions and 888 catalyst types from USPTO. The task is: Predict which catalyst facilitates the given reaction. (1) Reactant: [CH:1]([C:4]1[N:8]=[C:7]([N:9]2[CH2:14][CH2:13][CH:12]([C@H:15]3[CH2:17][C@H:16]3[CH2:18][CH2:19][OH:20])[CH2:11][CH2:10]2)[O:6][N:5]=1)([CH3:3])[CH3:2].O[C:22]1[CH:27]=[CH:26][C:25]([CH2:28][C:29]([O:31][CH3:32])=[O:30])=[CH:24][CH:23]=1.C1(P(C2C=CC=CC=2)C2C=CC=CC=2)C=CC=CC=1.N(C([O-])=O)=NC([O-])=O. Product: [CH:1]([C:4]1[N:8]=[C:7]([N:9]2[CH2:14][CH2:13][CH:12]([C@H:15]3[CH2:17][C@H:16]3[CH2:18][CH2:19][O:20][C:22]3[CH:27]=[CH:26][C:25]([CH2:28][C:29]([O:31][CH3:32])=[O:30])=[CH:24][CH:23]=3)[CH2:11][CH2:10]2)[O:6][N:5]=1)([CH3:3])[CH3:2]. The catalyst class is: 76. (2) Reactant: [Cl:1][C:2]1[CH:21]=[CH:20][C:19]([NH:22][C:23](=[O:34])[C:24]2[CH:29]=[CH:28][CH:27]=[C:26]([C:30]([F:33])([F:32])[F:31])[CH:25]=2)=[CH:18][C:3]=1[C:4]([NH:6][C:7]1[S:11][C:10]([C:12](N(OC)C)=[O:13])=[N:9][CH:8]=1)=[O:5].C1COCC1.[H-].[Al+3].[Li+].[H-].[H-].[H-]. Product: [Cl:1][C:2]1[CH:21]=[CH:20][C:19]([NH:22][C:23](=[O:34])[C:24]2[CH:29]=[CH:28][CH:27]=[C:26]([C:30]([F:31])([F:33])[F:32])[CH:25]=2)=[CH:18][C:3]=1[C:4]([NH:6][C:7]1[S:11][C:10]([CH:12]=[O:13])=[N:9][CH:8]=1)=[O:5]. The catalyst class is: 625. (3) Reactant: C(=O)([O-])[O-].[K+].[K+].[Br:7][C:8]1[CH:13]=[CH:12][C:11]([OH:14])=[CH:10][CH:9]=1.[CH2:15]([O:17][C:18]([C:20]1[C:21]2[S:29][CH:28]=[C:27]([CH2:30]Br)[C:22]=2[C:23]([Cl:26])=[N:24][CH:25]=1)=[O:19])[CH3:16]. Product: [CH2:15]([O:17][C:18]([C:20]1[C:21]2[S:29][CH:28]=[C:27]([CH2:30][O:14][C:11]3[CH:12]=[CH:13][C:8]([Br:7])=[CH:9][CH:10]=3)[C:22]=2[C:23]([Cl:26])=[N:24][CH:25]=1)=[O:19])[CH3:16]. The catalyst class is: 213. (4) Reactant: Cl[C:2]1[O:3][C:4]([C:7]2[CH:12]=[CH:11][CH:10]=[CH:9][CH:8]=2)=[CH:5][N:6]=1.[F:13][C:14]([F:33])([F:32])[C:15]1[CH:16]=[C:17]([N:21]2[CH2:26][CH2:25][N:24]([CH2:27][CH2:28][CH2:29][CH2:30]N)[CH2:23][CH2:22]2)[CH:18]=[CH:19][CH:20]=1.C([N:36](CC)CC)C. Product: [F:33][C:14]([F:13])([F:32])[C:15]1[CH:16]=[C:17]([N:21]2[CH2:22][CH2:23][N:24]([CH2:27][CH2:28][CH2:29][CH2:30][C:2]3[O:3][C:4]([C:7]4[CH:12]=[CH:11][CH:10]=[CH:9][CH:8]=4)=[C:5]([NH2:36])[N:6]=3)[CH2:25][CH2:26]2)[CH:18]=[CH:19][CH:20]=1. The catalyst class is: 7. (5) Reactant: C(N)(=O)C.[C:5]([NH:8][CH2:9][CH2:10][CH2:11][C@:12]([C@@H:29]1[CH2:34][CH2:33][CH2:32][N:31]([C:35]([C:37]2[CH:52]=[CH:51][C:40]([CH2:41][N:42](C)[C:43](=O)OC(C)(C)C)=[CH:39][CH:38]=2)=[O:36])[CH2:30]1)([C:14]1[CH:19]=[CH:18][CH:17]=[C:16]([Cl:20])[C:15]=1[C:21]1[CH:26]=[CH:25][CH:24]=[C:23]([CH2:27][CH3:28])[CH:22]=1)[OH:13])(=[O:7])[CH3:6].Cl. Product: [Cl:20][C:16]1[C:15]([C:21]2[CH:26]=[CH:25][CH:24]=[C:23]([CH2:27][CH3:28])[CH:22]=2)=[C:14]([C@@:12]([OH:13])([C@@H:29]2[CH2:34][CH2:33][CH2:32][N:31]([C:35]([C:37]3[CH:52]=[CH:51][C:40]([CH2:41][NH:42][CH3:43])=[CH:39][CH:38]=3)=[O:36])[CH2:30]2)[CH2:11][CH2:10][CH2:9][NH:8][C:5](=[O:7])[CH3:6])[CH:19]=[CH:18][CH:17]=1. The catalyst class is: 23. (6) Reactant: [Li+].[CH3:2][CH:3]([N-:5]C(C)C)C.[F:9][C:10]([F:17])([F:16])[C:11]([O:13]CC)=O.C(#N)C. Product: [F:17][C:10]([F:9])([F:16])[C:11](=[O:13])[CH2:2][C:3]#[N:5]. The catalyst class is: 1. (7) Reactant: [CH3:1][O:2][C:3]([C@@H:5]1[CH2:9][C@H:8]([OH:10])[CH2:7][N:6]1[C:11]([O:13][C:14]([CH3:17])([CH3:16])[CH3:15])=[O:12])=[O:4].[H-].[Na+].[CH2:20](Br)[C:21]1[CH:26]=[CH:25][CH:24]=[CH:23][CH:22]=1.C(OCC)(=O)C. Product: [CH3:1][O:2][C:3]([C@@H:5]1[CH2:9][C@H:8]([O:10][CH2:20][C:21]2[CH:26]=[CH:25][CH:24]=[CH:23][CH:22]=2)[CH2:7][N:6]1[C:11]([O:13][C:14]([CH3:17])([CH3:16])[CH3:15])=[O:12])=[O:4]. The catalyst class is: 454. (8) Reactant: [CH2:1]([O:3][C:4]([C:6]1[C:15]2[C:10](=[CH:11][C:12]([O:18][CH3:19])=[C:13]([O:16][CH3:17])[CH:14]=2)[CH2:9][CH2:8][N:7]=1)=[O:5])[CH3:2]. Product: [CH2:1]([O:3][C:4]([C:6]1[C:15]2[C:10](=[CH:11][C:12]([O:18][CH3:19])=[C:13]([O:16][CH3:17])[CH:14]=2)[CH:9]=[CH:8][N:7]=1)=[O:5])[CH3:2]. The catalyst class is: 45. (9) Reactant: FC(F)(F)S([O:6][Si:7]([CH:14]([CH3:16])[CH3:15])([CH:11]([CH3:13])[CH3:12])[CH:8]([CH3:10])[CH3:9])(=O)=O.[Cl:19][C:20]1[C:25]([NH:26][C:27]([O:29][C:30]([CH3:33])([CH3:32])[CH3:31])=[O:28])=[CH:24][C:23]([C:34]#[N:35])=[CH:22][C:21]=1[N:36]1[CH2:41][CH2:40][C@@H:39]([NH:42][C:43](=[O:45])[O-:44])[C@H:38](O)[CH2:37]1.[CH2:47](N(CC)CC)C. Product: [CH3:47][O:44][C:43](=[O:45])[NH:42][C@@H:39]1[CH2:38][CH2:37][N:36]([C:21]2[CH:22]=[C:23]([C:34]#[N:35])[CH:24]=[C:25]([NH:26][C:27]([O:29][C:30]([CH3:32])([CH3:33])[CH3:31])=[O:28])[C:20]=2[Cl:19])[CH2:41][C@H:40]1[O:6][Si:7]([CH:14]([CH3:16])[CH3:15])([CH:11]([CH3:13])[CH3:12])[CH:8]([CH3:10])[CH3:9]. The catalyst class is: 4.